This data is from Full USPTO retrosynthesis dataset with 1.9M reactions from patents (1976-2016). The task is: Predict the reactants needed to synthesize the given product. (1) Given the product [NH2:1][C:2]1[CH:7]=[CH:6][CH:5]=[CH:4][C:3]=1[NH:8][C:9](=[O:28])[C:10]1[CH:15]=[CH:14][C:13]([CH2:16][N:17]2[CH2:25][C:24]3[C:19](=[CH:20][CH:21]=[C:22]([C:34]4[CH:33]=[CH:32][C:31]([O:30][CH3:29])=[C:36]([O:37][CH3:38])[CH:35]=4)[CH:23]=3)[C:18]2=[O:27])=[CH:12][CH:11]=1, predict the reactants needed to synthesize it. The reactants are: [NH2:1][C:2]1[CH:7]=[CH:6][CH:5]=[CH:4][C:3]=1[NH:8][C:9](=[O:28])[C:10]1[CH:15]=[CH:14][C:13]([CH2:16][N:17]2[CH2:25][C:24]3[C:19](=[CH:20][CH:21]=[C:22](Br)[CH:23]=3)[C:18]2=[O:27])=[CH:12][CH:11]=1.[CH3:29][O:30][C:31]1[CH:32]=[C:33](B(O)O)[CH:34]=[CH:35][C:36]=1[O:37][CH3:38]. (2) The reactants are: C1C=C(Cl)C=C(C(OO)=[O:9])C=1.[Cl:12][C:13]1[CH:14]=[C:15]([CH:34]=[C:35]([C:37]([F:40])([F:39])[F:38])[CH:36]=1)[C:16]([NH:18][CH2:19][C:20]1[CH:25]=[C:24]([Cl:26])[CH:23]=[CH:22][C:21]=1[S:27][C:28]1[CH:33]=[CH:32][CH:31]=[CH:30][CH:29]=1)=[O:17]. Given the product [C:28]1([S:27]([C:21]2[CH:22]=[CH:23][C:24]([Cl:26])=[CH:25][C:20]=2[CH2:19][NH:18][C:16](=[O:17])[C:15]2[CH:34]=[C:35]([C:37]([F:39])([F:40])[F:38])[CH:36]=[C:13]([Cl:12])[CH:14]=2)=[O:9])[CH:29]=[CH:30][CH:31]=[CH:32][CH:33]=1, predict the reactants needed to synthesize it. (3) Given the product [CH:14]12[O:19][CH:17]([CH2:16][CH2:15]1)[CH2:18][N:12]([C:9]1[CH:10]=[C:11]3[C:6](=[CH:7][CH:8]=1)[N:5]([C:20](=[O:22])[CH3:21])[C@@H:4]([CH3:23])[C@H:3]([CH3:24])[C@H:2]3[NH:1][C:30]1[CH:35]=[CH:34][CH:33]=[CH:32][CH:31]=1)[CH2:13]2, predict the reactants needed to synthesize it. The reactants are: [NH2:1][C@H:2]1[C:11]2[C:6](=[CH:7][CH:8]=[C:9]([N:12]3[CH2:18][C@H:17]4[O:19][C@H:14]([CH2:15][CH2:16]4)[CH2:13]3)[CH:10]=2)[N:5]([C:20](=[O:22])[CH3:21])[C@@H:4]([CH3:23])[C@@H:3]1[CH3:24].N[C@H]1[C:35]2[C:30](=[CH:31][CH:32]=[C:33](N3CC4OC(CC4)C3)[CH:34]=2)N(C(=O)C)[C@@H](C)[C@@H]1C.BrC1C=CC=CC=1.CN(C1C(C2C(P(C3CCCCC3)C3CCCCC3)=CC=CC=2)=CC=CC=1)C.CC(C)([O-])C.[Na+]. (4) Given the product [Br:1][C:2]1[CH:15]=[CH:14][C:13]2[C:4](=[C:5]([C:24]3[CH:29]=[CH:28][CH:27]=[CH:26][CH:25]=3)[C:6]3[C:11]([C:12]=2[C:17]2[CH:22]=[CH:21][CH:20]=[CH:19][CH:18]=2)=[CH:10][CH:9]=[CH:8][CH:7]=3)[CH:3]=1, predict the reactants needed to synthesize it. The reactants are: [Br:1][C:2]1[CH:15]=[CH:14][C:13]2[C:12]([C:17]3[CH:22]=[CH:21][CH:20]=[CH:19][CH:18]=3)(O)[C:11]3[C:6](=[CH:7][CH:8]=[CH:9][CH:10]=3)[C:5]([C:24]3[CH:29]=[CH:28][CH:27]=[CH:26][CH:25]=3)(O)[C:4]=2[CH:3]=1.[I-].[K+].O.[PH2](=O)[O-].[Na+].[PH2](=O)O.